This data is from CYP1A2 inhibition data for predicting drug metabolism from PubChem BioAssay. The task is: Regression/Classification. Given a drug SMILES string, predict its absorption, distribution, metabolism, or excretion properties. Task type varies by dataset: regression for continuous measurements (e.g., permeability, clearance, half-life) or binary classification for categorical outcomes (e.g., BBB penetration, CYP inhibition). Dataset: cyp1a2_veith. The drug is Cc1noc(C)c1C(=O)N1CCC2(CC1)CCN(C(c1ccccc1)c1ccccc1)CC2. The result is 0 (non-inhibitor).